Dataset: Reaction yield outcomes from USPTO patents with 853,638 reactions. Task: Predict the reaction yield, written as a fraction of the theoretical maximum amount of product (1.0 means a 100% yield; for example, 0.34 means a 34% yield). (1) The reactants are [C:1]([NH:4][C:5]1S[C:8]2[CH2:10][CH:11]([C:14]([CH3:17])([CH3:16])[CH3:15])[CH2:12][CH2:13][C:7]=2[C:6]=1[C:18]([O:20][CH3:21])=[O:19])(=[O:3])[CH3:2]. The catalyst is [Ni]. The product is [CH3:21][O:20][C:18](=[O:19])[CH:6]([CH:7]1[CH2:13][CH2:12][CH:11]([C:14]([CH3:17])([CH3:16])[CH3:15])[CH2:10][CH2:8]1)[CH2:5][NH:4][C:1](=[O:3])[CH3:2]. The yield is 0.983. (2) The reactants are [CH2:1]([O:3][C:4]([C:6]1[CH:7]=[C:8]2[C:13](=[CH:14][CH:15]=1)[NH:12][CH:11]([C:16]1[CH:21]=[CH:20][CH:19]=[C:18]([NH:22][C:23]([C:26]([OH:28])=O)([CH3:25])[CH3:24])[CH:17]=1)[C:10]([CH3:30])([CH3:29])[CH2:9]2)=[O:5])[CH3:2].Cl.[CH3:32][NH:33][CH3:34].CN(C(ON1N=NC2C=CC=NC1=2)=[N+](C)C)C.F[P-](F)(F)(F)(F)F.C(N(CC)CC)C. The catalyst is ClCCl. The product is [CH2:1]([O:3][C:4]([C:6]1[CH:7]=[C:8]2[C:13](=[CH:14][CH:15]=1)[NH:12][CH:11]([C:16]1[CH:21]=[CH:20][CH:19]=[C:18]([NH:22][C:23]([C:26](=[O:28])[N:33]([CH3:34])[CH3:32])([CH3:24])[CH3:25])[CH:17]=1)[C:10]([CH3:30])([CH3:29])[CH2:9]2)=[O:5])[CH3:2]. The yield is 0.910. (3) The reactants are [N:1]1([C:7]([C:9]2[S:10][CH:11]=[CH:12][CH:13]=2)=[O:8])[CH2:6][CH2:5][NH:4][CH2:3][CH2:2]1.Cl[C:15]1[C:24]2[C:19](=[CH:20][CH:21]=[CH:22][CH:23]=2)[N:18]([CH2:25][C:26]2[CH:31]=[CH:30][C:29]([F:32])=[CH:28][CH:27]=2)[C:17](=[O:33])[C:16]=1[C:34]#[N:35]. The catalyst is C1(C)C=CC=CC=1. The product is [F:32][C:29]1[CH:28]=[CH:27][C:26]([CH2:25][N:18]2[C:19]3[C:24](=[CH:23][CH:22]=[CH:21][CH:20]=3)[C:15]([N:4]3[CH2:5][CH2:6][N:1]([C:7]([C:9]4[S:10][CH:11]=[CH:12][CH:13]=4)=[O:8])[CH2:2][CH2:3]3)=[C:16]([C:34]#[N:35])[C:17]2=[O:33])=[CH:31][CH:30]=1. The yield is 0.970.